This data is from Forward reaction prediction with 1.9M reactions from USPTO patents (1976-2016). The task is: Predict the product of the given reaction. Given the reactants C[O:2][C:3](=[O:19])[CH:4]([C:6]1[CH:11]=[CH:10][C:9]([O:12][C:13]2[CH:18]=[CH:17][CH:16]=[CH:15][CH:14]=2)=[CH:8][CH:7]=1)Br.[CH:20]1([SH:25])[CH2:24][CH2:23][CH2:22][CH2:21]1.[NH2:26][C:27]1[S:28][CH:29]=[CH:30][N:31]=1, predict the reaction product. The product is: [CH:20]1([S:25][CH:4]([C:6]2[CH:11]=[CH:10][C:9]([O:12][C:13]3[CH:18]=[CH:17][CH:16]=[CH:15][CH:14]=3)=[CH:8][CH:7]=2)[C:3]([OH:2])=[O:19])[CH2:24][CH2:23][CH2:22][CH2:21]1.[CH:20]1([S:25][CH:4]([C:6]2[CH:7]=[CH:8][C:9]([O:12][C:13]3[CH:14]=[CH:15][CH:16]=[CH:17][CH:18]=3)=[CH:10][CH:11]=2)[C:3]([NH:26][C:27]2[S:28][CH:29]=[CH:30][N:31]=2)=[O:19])[CH2:24][CH2:23][CH2:22][CH2:21]1.